From a dataset of Peptide-MHC class I binding affinity with 185,985 pairs from IEDB/IMGT. Regression. Given a peptide amino acid sequence and an MHC pseudo amino acid sequence, predict their binding affinity value. This is MHC class I binding data. (1) The peptide sequence is LQIVRFTDY. The MHC is HLA-B15:09 with pseudo-sequence HLA-B15:09. The binding affinity (normalized) is 0.0847. (2) The peptide sequence is CLPDNGDYSEL. The MHC is Mamu-A01 with pseudo-sequence Mamu-A01. The binding affinity (normalized) is 0.505.